Predict the product of the given reaction. From a dataset of Forward reaction prediction with 1.9M reactions from USPTO patents (1976-2016). (1) The product is: [C:13]1([N:12]([C:19]2[CH:24]=[CH:23][CH:22]=[CH:21][CH:20]=2)[C:11]2[CH:25]=[CH:26][C:8]([C:5]3[CH:4]=[CH:3][C:2]([B:27]4[O:31][C:30]([CH3:33])([CH3:32])[C:29]([CH3:35])([CH3:34])[O:28]4)=[CH:7][N:6]=3)=[CH:9][CH:10]=2)[CH:18]=[CH:17][CH:16]=[CH:15][CH:14]=1. Given the reactants Br[C:2]1[CH:3]=[CH:4][C:5]([C:8]2[CH:26]=[CH:25][C:11]([N:12]([C:19]3[CH:24]=[CH:23][CH:22]=[CH:21][CH:20]=3)[C:13]3[CH:18]=[CH:17][CH:16]=[CH:15][CH:14]=3)=[CH:10][CH:9]=2)=[N:6][CH:7]=1.[B:27]1([B:27]2[O:31][C:30]([CH3:33])([CH3:32])[C:29]([CH3:35])([CH3:34])[O:28]2)[O:31][C:30]([CH3:33])([CH3:32])[C:29]([CH3:35])([CH3:34])[O:28]1.C([O-])(=O)C.[K+], predict the reaction product. (2) Given the reactants [Br:1][C:2]1[CH:3]=[C:4]([CH:8]=[C:9]([Cl:11])[CH:10]=1)[C:5](O)=[O:6].B.C1COCC1, predict the reaction product. The product is: [Br:1][C:2]1[CH:3]=[C:4]([CH2:5][OH:6])[CH:8]=[C:9]([Cl:11])[CH:10]=1. (3) Given the reactants [O:1]1CCO[CH:2]1[C:6]1[CH:11]=[CH:10][C:9]([C:12]2[N:16]=[C:15]([C:17]3[CH:18]=[N:19][N:20]([C:26]4[CH:31]=[CH:30][CH:29]=[CH:28][N:27]=4)[C:21]=3[C:22]([F:25])([F:24])[F:23])[O:14][N:13]=2)=[CH:8][CH:7]=1.Cl, predict the reaction product. The product is: [N:27]1[CH:28]=[CH:29][CH:30]=[CH:31][C:26]=1[N:20]1[C:21]([C:22]([F:23])([F:24])[F:25])=[C:17]([C:15]2[O:14][N:13]=[C:12]([C:9]3[CH:8]=[CH:7][C:6]([CH:2]=[O:1])=[CH:11][CH:10]=3)[N:16]=2)[CH:18]=[N:19]1. (4) Given the reactants [F:1][C:2]1[CH:7]=[CH:6][C:5]([C:8]([F:11])([F:10])[F:9])=[CH:4][C:3]=1[OH:12].O[CH:14]([C:37]1[CH:42]=[CH:41][C:40]([C:43]([F:46])([F:45])[F:44])=[CH:39][CH:38]=1)[CH2:15][CH2:16][CH2:17][CH2:18][N:19]1[CH2:24][CH2:23][CH:22]([C:25]2[CH:26]=[C:27]([NH:31][C:32](=[O:36])[CH:33]([CH3:35])[CH3:34])[CH:28]=[CH:29][CH:30]=2)[CH2:21][CH2:20]1, predict the reaction product. The product is: [F:1][C:2]1[CH:7]=[CH:6][C:5]([C:8]([F:10])([F:11])[F:9])=[CH:4][C:3]=1[O:12][CH:14]([C:37]1[CH:38]=[CH:39][C:40]([C:43]([F:46])([F:44])[F:45])=[CH:41][CH:42]=1)[CH2:15][CH2:16][CH2:17][CH2:18][N:19]1[CH2:24][CH2:23][CH:22]([C:25]2[CH:26]=[C:27]([NH:31][C:32](=[O:36])[CH:33]([CH3:35])[CH3:34])[CH:28]=[CH:29][CH:30]=2)[CH2:21][CH2:20]1. (5) Given the reactants [OH:1][C:2]1[CH:3]=[C:4]([CH:27]=[CH:28][C:29]=1[N+:30]([O-])=O)[O:5][C:6]1[CH:15]=[CH:14][C:13]2[C:8](=[CH:9][C:10]([O:16][C:17]3[CH:22]=[CH:21][C:20]([N+:23]([O-])=O)=[C:19]([OH:26])[CH:18]=3)=[CH:11][CH:12]=2)[CH:7]=1.[K+].[Br-], predict the reaction product. The product is: [NH2:23][C:20]1[CH:21]=[CH:22][C:17]([O:16][C:10]2[CH:11]=[CH:12][C:13]3[C:8](=[CH:7][C:6]([O:5][C:4]4[CH:27]=[CH:28][C:29]([NH2:30])=[C:2]([OH:1])[CH:3]=4)=[CH:15][CH:14]=3)[CH:9]=2)=[CH:18][C:19]=1[OH:26].